Dataset: Full USPTO retrosynthesis dataset with 1.9M reactions from patents (1976-2016). Task: Predict the reactants needed to synthesize the given product. Given the product [F:31][C:32]([F:37])([F:36])[CH2:33][CH2:34][O:1][C:2]1[CH:10]=[C:9]2[C:5]([CH2:6][CH2:7][C:8]2=[O:11])=[CH:4][CH:3]=1, predict the reactants needed to synthesize it. The reactants are: [OH:1][C:2]1[CH:10]=[C:9]2[C:5]([CH2:6][CH2:7][C:8]2=[O:11])=[CH:4][CH:3]=1.C1(P(C2C=CC=CC=2)C2C=CC=CC=2)C=CC=CC=1.[F:31][C:32]([F:37])([F:36])[CH2:33][CH2:34]O.N(C(OC(C)C)=O)=NC(OC(C)C)=O.